Dataset: Catalyst prediction with 721,799 reactions and 888 catalyst types from USPTO. Task: Predict which catalyst facilitates the given reaction. (1) Reactant: [CH3:1][C:2]1[CH:10]=[C:9]([CH2:11][N:12]2[CH2:17][CH2:16][CH2:15][CH2:14][CH2:13]2)[CH:8]=[CH:7][C:3]=1[C:4]([OH:6])=O.F[P-](F)(F)(F)(F)F.N1(OC(N(C)C)=[N+](C)C)C2N=CC=CC=2N=N1.C(N(CC)CC)C.[NH2:49][CH2:50][C:51]1[C:52]([OH:59])=[N:53][C:54]([CH3:58])=[CH:55][C:56]=1[CH3:57]. Product: [OH:59][C:52]1[C:51]([CH2:50][NH:49][C:4](=[O:6])[C:3]2[CH:7]=[CH:8][C:9]([CH2:11][N:12]3[CH2:17][CH2:16][CH2:15][CH2:14][CH2:13]3)=[CH:10][C:2]=2[CH3:1])=[C:56]([CH3:57])[CH:55]=[C:54]([CH3:58])[N:53]=1. The catalyst class is: 4. (2) Reactant: [F:1][C:2]1[CH:7]=[CH:6][C:5]([C:8](=[O:26])[CH:9]([CH2:15][C:16]2[CH:21]=[CH:20][C:19]([C:22]([F:25])([F:24])[F:23])=[CH:18][CH:17]=2)[C:10]([O:12][CH2:13][CH3:14])=[O:11])=[CH:4][CH:3]=1.[BH4-].[Na+].Cl. Product: [F:1][C:2]1[CH:3]=[CH:4][C:5]([CH:8]([OH:26])[CH:9]([CH2:15][C:16]2[CH:17]=[CH:18][C:19]([C:22]([F:24])([F:25])[F:23])=[CH:20][CH:21]=2)[C:10]([O:12][CH2:13][CH3:14])=[O:11])=[CH:6][CH:7]=1. The catalyst class is: 5. (3) Reactant: CN([C:4]([O:8]N1N=NC2C=CC=CC1=2)=[N+](C)C)C.[B-](F)(F)(F)F.[CH2:23](N(CC)CC)C.[OH:30][CH2:31][C:32]([N:34]([CH3:36])[CH3:35])=[O:33].[O:37]=[C:38]1[N:44]([CH:45]2[CH2:50][CH2:49][N:48]([C:51]([O:53][C@H:54]([CH2:73][C:74]3[CH:79]=[C:78]([C:80]([F:83])([F:82])[F:81])[C:77]([NH2:84])=[C:76]([Cl:85])[CH:75]=3)[C:55]([N:57]3[CH2:62][CH2:61][CH:60]([N:63]4[CH2:68][CH2:67][N:66](CC(O)=O)[CH2:65][CH2:64]4)[CH2:59][CH2:58]3)=[O:56])=[O:52])[CH2:47][CH2:46]2)[CH2:43][CH2:42][C:41]2[CH:86]=[CH:87][CH:88]=[CH:89][C:40]=2[NH:39]1. Product: [O:37]=[C:38]1[N:44]([CH:45]2[CH2:46][CH2:47][N:48]([C:51]([O:53][C@H:54]([CH2:73][C:74]3[CH:79]=[C:78]([C:80]([F:82])([F:81])[F:83])[C:77]([NH2:84])=[C:76]([Cl:85])[CH:75]=3)[C:55]([N:57]3[CH2:58][CH2:59][CH:60]([N:63]4[CH2:64][CH2:65][N:66]([C:4]([O:30][CH2:31][C:32](=[O:33])[N:34]([CH3:36])[CH3:35])=[O:8])[CH2:67][CH:68]4[CH3:23])[CH2:61][CH2:62]3)=[O:56])=[O:52])[CH2:49][CH2:50]2)[CH2:43][CH2:42][C:41]2[CH:86]=[CH:87][CH:88]=[CH:89][C:40]=2[NH:39]1. The catalyst class is: 3. (4) Reactant: [CH3:1][C:2]1[S:3][C:4]2[CH:10]=[CH:9][C:8]([O:11][CH2:12][CH:13]3[CH2:15][O:14]3)=[CH:7][C:5]=2[N:6]=1.[N:16]1([C:22]([O:24][C:25]([CH3:28])([CH3:27])[CH3:26])=[O:23])[CH2:21][CH2:20][NH:19][CH2:18][CH2:17]1. Product: [C:25]([O:24][C:22]([N:16]1[CH2:21][CH2:20][N:19]([CH2:15][CH:13]([OH:14])[CH2:12][O:11][C:8]2[CH:9]=[CH:10][C:4]3[S:3][C:2]([CH3:1])=[N:6][C:5]=3[CH:7]=2)[CH2:18][CH2:17]1)=[O:23])([CH3:28])([CH3:26])[CH3:27]. The catalyst class is: 8. (5) Reactant: ClC(Cl)(O[C:5](=[O:11])OC(Cl)(Cl)Cl)Cl.[CH:13]([N:16]1[C:20]2[N:21]=[C:22]([C:31]3[CH:36]=[CH:35][C:34]([NH2:37])=[CH:33][CH:32]=3)[N:23]=[C:24]([N:25]3[CH2:30][CH2:29][O:28][CH2:27][CH2:26]3)[C:19]=2[N:18]=[N:17]1)([CH3:15])[CH3:14].[NH2:38][C:39]1[CH:47]=[CH:46][C:42]([C:43]([NH2:45])=[O:44])=[CH:41][CH:40]=1.CCN(CC)CC. Product: [CH:13]([N:16]1[C:20]2[N:21]=[C:22]([C:31]3[CH:32]=[CH:33][C:34]([NH:37][C:5](=[O:11])[NH:38][C:39]4[CH:47]=[CH:46][C:42]([C:43]([NH2:45])=[O:44])=[CH:41][CH:40]=4)=[CH:35][CH:36]=3)[N:23]=[C:24]([N:25]3[CH2:30][CH2:29][O:28][CH2:27][CH2:26]3)[C:19]=2[N:18]=[N:17]1)([CH3:15])[CH3:14]. The catalyst class is: 2. (6) Reactant: [OH:1][C:2]1[C:11]2[C:6](=[N:7][CH:8]=[CH:9][CH:10]=2)[N:5]([CH2:12][CH2:13][CH:14]([CH3:16])[CH3:15])[C:4](=[O:17])[C:3]=1[C:18]1[NH:23][C:22]2[CH:24]=[CH:25][C:26]([NH:28][S:29](N3CCOC3=O)(=[O:31])=[O:30])=[CH:27][C:21]=2[S:20](=[O:39])(=[O:38])[N:19]=1.[CH3:40][C:41]([O:44][C:45]([N:47]1[CH2:52][CH2:51][CH:50]([NH2:53])[CH2:49][CH2:48]1)=[O:46])([CH3:43])[CH3:42]. Product: [OH:1][C:2]1[C:11]2[C:6](=[N:7][CH:8]=[CH:9][CH:10]=2)[N:5]([CH2:12][CH2:13][CH:14]([CH3:16])[CH3:15])[C:4](=[O:17])[C:3]=1[C:18]1[NH:23][C:22]2[CH:24]=[CH:25][C:26]([NH:28][S:29]([NH:53][CH:50]3[CH2:49][CH2:48][N:47]([C:45]([O:44][C:41]([CH3:43])([CH3:42])[CH3:40])=[O:46])[CH2:52][CH2:51]3)(=[O:31])=[O:30])=[CH:27][C:21]=2[S:20](=[O:38])(=[O:39])[N:19]=1. The catalyst class is: 10. (7) Reactant: [C:1]([O:5][C:6](=[O:42])[NH:7][C:8]1([C:23]2[NH:24][C:25](=[O:41])[C:26]([OH:40])=[C:27]([C:29](=[O:39])[NH:30][CH2:31][C:32]3[CH:37]=[CH:36][C:35]([F:38])=[CH:34][CH:33]=3)[N:28]=2)[CH2:13][CH2:12][CH:11]([CH2:14][O:15][Si](C(C)(C)C)(C)C)[CH2:10][CH2:9]1)([CH3:4])([CH3:3])[CH3:2].C(O)(=O)C.O. Product: [C:1]([O:5][C:6](=[O:42])[NH:7][C:8]1([C:23]2[NH:24][C:25](=[O:41])[C:26]([OH:40])=[C:27]([C:29](=[O:39])[NH:30][CH2:31][C:32]3[CH:37]=[CH:36][C:35]([F:38])=[CH:34][CH:33]=3)[N:28]=2)[CH2:13][CH2:12][CH:11]([CH2:14][OH:15])[CH2:10][CH2:9]1)([CH3:4])([CH3:2])[CH3:3]. The catalyst class is: 1. (8) Reactant: [I:1][C:2]1[CH:10]=[C:9]([O:11][CH3:12])[C:5]([C:6]([OH:8])=O)=[C:4]([O:13][CH3:14])[CH:3]=1.CN(C)C=O.C(Cl)(=O)C(Cl)=O.Cl.[CH3:27][NH:28][O:29][CH3:30].C(N(CC)C(C)C)(C)C. The catalyst class is: 2. Product: [I:1][C:2]1[CH:3]=[C:4]([O:13][CH3:14])[C:5]([C:6]([N:28]([O:29][CH3:30])[CH3:27])=[O:8])=[C:9]([O:11][CH3:12])[CH:10]=1. (9) Reactant: C[O:2][C:3](=[O:33])[C@@H:4]([NH:22][C:23](=[O:32])[C:24]1[C:29]([Cl:30])=[CH:28][CH:27]=[CH:26][C:25]=1[Cl:31])[CH2:5]/[CH:6]=[CH:7]/[C:8]1[CH:13]=[CH:12][C:11]([N:14]([CH3:21])[C:15]2[N:20]=[CH:19][CH:18]=[CH:17][N:16]=2)=[CH:10][CH:9]=1.[OH-].[Li+].O. Product: [Cl:31][C:25]1[CH:26]=[CH:27][CH:28]=[C:29]([Cl:30])[C:24]=1[C:23]([NH:22][C@@H:4]([CH2:5]/[CH:6]=[CH:7]/[C:8]1[CH:9]=[CH:10][C:11]([N:14]([CH3:21])[C:15]2[N:16]=[CH:17][CH:18]=[CH:19][N:20]=2)=[CH:12][CH:13]=1)[C:3]([OH:33])=[O:2])=[O:32]. The catalyst class is: 1. (10) Reactant: [CH:1]([N:4]1[C:8]([C:9]2[N:18]=[C:17]3[N:11]([CH2:12][CH2:13][O:14][C:15]4[CH:22]=[CH:21][C:20]([S:23][CH:24]5[CH2:29][CH2:28][NH:27][CH2:26][CH2:25]5)=[CH:19][C:16]=43)[CH:10]=2)=[N:7][CH:6]=[N:5]1)([CH3:3])[CH3:2].Br[C:31]([CH3:36])([CH3:35])[C:32]([NH2:34])=[O:33].C([O-])([O-])=O.[Cs+].[Cs+]. Product: [CH:1]([N:4]1[C:8]([C:9]2[N:18]=[C:17]3[N:11]([CH2:12][CH2:13][O:14][C:15]4[CH:22]=[CH:21][C:20]([S:23][CH:24]5[CH2:29][CH2:28][N:27]([C:31]([CH3:36])([CH3:35])[C:32]([NH2:34])=[O:33])[CH2:26][CH2:25]5)=[CH:19][C:16]=43)[CH:10]=2)=[N:7][CH:6]=[N:5]1)([CH3:3])[CH3:2]. The catalyst class is: 23.